From a dataset of Forward reaction prediction with 1.9M reactions from USPTO patents (1976-2016). Predict the product of the given reaction. (1) The product is: [N:1]([C:2]1[CH:3]=[CH:4][C:5]([CH2:6][NH:7][C:8](=[O:16])[C@H:9]([NH:12][C:13](=[O:15])[CH3:14])[CH2:10][OH:11])=[CH:17][CH:18]=1)=[N+:23]=[N-:24]. Given the reactants [NH2:1][C:2]1[CH:18]=[CH:17][C:5]([CH2:6][NH:7][C:8](=[O:16])[C@H:9]([NH:12][C:13](=[O:15])[CH3:14])[CH2:10][OH:11])=[CH:4][CH:3]=1.[Si]([N:23]=[N+:24]=[N-])(C)(C)C, predict the reaction product. (2) Given the reactants [CH2:1]1[O:9][C:8]2[CH:7]=[CH:6][C:5]([CH:10]([CH:13]([C:20]3[CH:25]=[CH:24][CH:23]=[CH:22][CH:21]=3)[C:14]3[CH:19]=[CH:18][CH:17]=[CH:16][CH:15]=3)[CH2:11]N)=[CH:4][C:3]=2[O:2]1.C1C[O:29]CC1.CC(C[AlH]CC(C)C)C.Cl, predict the reaction product. The product is: [CH2:1]1[O:9][C:8]2[CH:7]=[CH:6][C:5]([CH:10]([CH:13]([C:20]3[CH:25]=[CH:24][CH:23]=[CH:22][CH:21]=3)[C:14]3[CH:19]=[CH:18][CH:17]=[CH:16][CH:15]=3)[CH:11]=[O:29])=[CH:4][C:3]=2[O:2]1. (3) The product is: [F:1][CH2:2][CH2:3][N:4]1[C:13]2[C:8](=[CH:9][C:10]([CH:24]=[O:25])=[C:11]([OH:15])[CH:12]=2)[CH2:7][CH2:6][CH2:5]1. Given the reactants [F:1][CH2:2][CH2:3][N:4]1[C:13]2[C:8](=[CH:9][CH2:10][C:11]([OH:15])(O)[CH:12]=2)[CH2:7][CH2:6][CH2:5]1.O=P(Cl)(Cl)Cl.CN([CH:24]=[O:25])C, predict the reaction product. (4) Given the reactants [CH2:1]([N:8]([CH2:17][C:18]1[CH:23]=[CH:22][CH:21]=[CH:20][CH:19]=1)[C@H:9]1[CH2:14][CH2:13][NH:12][CH2:11][C@H:10]1[O:15][CH3:16])[C:2]1[CH:7]=[CH:6][CH:5]=[CH:4][CH:3]=1.Br[CH:25]([OH:27])[CH3:26].C(N(CC)C(C)C)(C)C.C(OC(N[C@@H]1CCN(CCO)C[C@@H]1C(OC)=O)=O)C1C=CC=CC=1, predict the reaction product. The product is: [CH2:17]([N:8]([CH2:1][C:2]1[CH:3]=[CH:4][CH:5]=[CH:6][CH:7]=1)[C@H:9]1[CH2:14][CH2:13][N:12]([CH2:26][CH2:25][OH:27])[CH2:11][C@H:10]1[O:15][CH3:16])[C:18]1[CH:23]=[CH:22][CH:21]=[CH:20][CH:19]=1.